Task: Predict the reactants needed to synthesize the given product.. Dataset: Full USPTO retrosynthesis dataset with 1.9M reactions from patents (1976-2016) (1) Given the product [C:1]([O:5][C:6](=[O:39])[NH:7][CH:8]1[CH2:17][C:16]2[C:11](=[CH:12][CH:13]=[C:14]([C:41]3[CH:45]=[CH:44][S:43][CH:42]=3)[CH:15]=2)[N:10]([CH2:31][C:32]2[CH:33]=[CH:34][CH:35]=[CH:36][CH:37]=2)[C:9]1=[O:38])([CH3:3])([CH3:4])[CH3:2], predict the reactants needed to synthesize it. The reactants are: [C:1]([O:5][C:6](=[O:39])[NH:7][CH:8]1[CH2:17][C:16]2[C:11](=[CH:12][CH:13]=[C:14]([Sn](CCCC)(CCCC)CCCC)[CH:15]=2)[N:10]([CH2:31][C:32]2[CH:37]=[CH:36][CH:35]=[CH:34][CH:33]=2)[C:9]1=[O:38])([CH3:4])([CH3:3])[CH3:2].Br[C:41]1[CH:45]=[CH:44][S:43][CH:42]=1. (2) Given the product [C:1]([O:9][CH2:10][C:11]([NH:13][OH:14])=[NH:12])(=[O:8])[C:2]1[CH:7]=[CH:6][CH:5]=[CH:4][CH:3]=1, predict the reactants needed to synthesize it. The reactants are: [C:1]([O:9][CH2:10][C:11]#[N:12])(=[O:8])[C:2]1[CH:7]=[CH:6][CH:5]=[CH:4][CH:3]=1.[NH2:13][OH:14]. (3) Given the product [N+:20]([C:14]1[CH:13]=[CH:12][C:11]([O:9][C:3]2[CH:4]=[CH:5][C:6]([F:8])=[CH:7][C:2]=2[F:1])=[CH:19][C:15]=1[C:16]([OH:18])=[O:17])([O-:22])=[O:21], predict the reactants needed to synthesize it. The reactants are: [F:1][C:2]1[CH:7]=[C:6]([F:8])[CH:5]=[CH:4][C:3]=1[OH:9].F[C:11]1[CH:12]=[CH:13][C:14]([N+:20]([O-:22])=[O:21])=[C:15]([CH:19]=1)[C:16]([OH:18])=[O:17].C(=O)([O-])[O-].[Cs+].[Cs+].Cl. (4) The reactants are: [H-].[Na+].[CH2:3]([N:10]1[CH2:15][CH2:14][C:13]([CH2:17][OH:18])([OH:16])[CH2:12][CH2:11]1)[C:4]1[CH:9]=[CH:8][CH:7]=[CH:6][CH:5]=1.F[C:20]1[CH:27]=[CH:26][C:23]([C:24]#[N:25])=[CH:22][CH:21]=1.O. Given the product [CH2:3]([N:10]1[CH2:11][CH2:12][C:13]([CH2:17][O:18][C:20]2[CH:27]=[CH:26][C:23]([C:24]#[N:25])=[CH:22][CH:21]=2)([OH:16])[CH2:14][CH2:15]1)[C:4]1[CH:5]=[CH:6][CH:7]=[CH:8][CH:9]=1, predict the reactants needed to synthesize it. (5) Given the product [Cl:1][C:2]1[CH:7]=[CH:6][C:5]([C:8]2[N:9]([CH2:14][C@H:15]([OH:20])[C:16]([F:18])([F:19])[F:17])[C:10](=[O:13])[N:11]([CH2:28][C:29]3[O:30][C:31]([C:34]4[CH:39]=[CH:38][CH:37]=[CH:36][C:35]=4[Cl:40])=[N:32][N:33]=3)[N:12]=2)=[CH:4][CH:3]=1, predict the reactants needed to synthesize it. The reactants are: [Cl:1][C:2]1[CH:7]=[CH:6][C:5]([C:8]2[N:9]([CH2:14][C@H:15]([OH:20])[C:16]([F:19])([F:18])[F:17])[C:10](=[O:13])[NH:11][N:12]=2)=[CH:4][CH:3]=1.C(=O)([O-])[O-].[Cs+].[Cs+].Cl[CH2:28][C:29]1[O:30][C:31]([C:34]2[CH:39]=[CH:38][CH:37]=[CH:36][C:35]=2[Cl:40])=[N:32][N:33]=1.O. (6) Given the product [F:31][C:26]([F:32])([C:25]1[O:13][C:12]2[C:2](=[C:3]([C:4]([O:6][CH2:7][CH3:8])=[O:5])[CH:9]=[CH:10][CH:11]=2)[N:1]=1)[C:27]([F:30])([F:29])[F:28], predict the reactants needed to synthesize it. The reactants are: [NH2:1][C:2]1[C:12]([OH:13])=[CH:11][CH:10]=[CH:9][C:3]=1[C:4]([O:6][CH2:7][CH3:8])=[O:5].O1CCCC1.[F:28][C:27]([F:30])([F:29])[C:26]([F:32])([F:31])[C:25](O[C:25](=O)[C:26]([F:32])([F:31])[C:27]([F:30])([F:29])[F:28])=O. (7) Given the product [C:1]([O:5][C:6]([N:8]1[CH2:12][CH2:11][C@@H:10]([N:30]=[N+:31]=[N-:32])[C@H:9]1[C:18](=[O:29])[NH:19][CH2:20][C:21]1[CH:26]=[CH:25][CH:24]=[C:23]([Cl:27])[C:22]=1[F:28])=[O:7])([CH3:4])([CH3:3])[CH3:2], predict the reactants needed to synthesize it. The reactants are: [C:1]([O:5][C:6]([N:8]1[CH2:12][CH2:11][C@H:10](OS(C)(=O)=O)[C@H:9]1[C:18](=[O:29])[NH:19][CH2:20][C:21]1[CH:26]=[CH:25][CH:24]=[C:23]([Cl:27])[C:22]=1[F:28])=[O:7])([CH3:4])([CH3:3])[CH3:2].[N-:30]=[N+:31]=[N-:32].[Na+].